From a dataset of Full USPTO retrosynthesis dataset with 1.9M reactions from patents (1976-2016). Predict the reactants needed to synthesize the given product. Given the product [F:9][C:8]([F:11])([F:10])[C:6]1[CH:7]=[C:2]([C:18]#[C:17][Si:14]([CH3:16])([CH3:15])[CH3:13])[C:3]([NH2:12])=[N:4][CH:5]=1, predict the reactants needed to synthesize it. The reactants are: I[C:2]1[C:3]([NH2:12])=[N:4][CH:5]=[C:6]([C:8]([F:11])([F:10])[F:9])[CH:7]=1.[CH3:13][Si:14]([C:17]#[CH:18])([CH3:16])[CH3:15].